This data is from Forward reaction prediction with 1.9M reactions from USPTO patents (1976-2016). The task is: Predict the product of the given reaction. (1) Given the reactants [C:1]([O:5][C:6](=[O:28])[NH:7][CH:8]1[CH2:13][CH2:12][CH:11]([NH:14][CH2:15][C:16]2[C:21]([C:22]3[CH:27]=[CH:26][CH:25]=[CH:24][CH:23]=3)=[CH:20][CH:19]=[CH:18][N:17]=2)[CH2:10][CH2:9]1)([CH3:4])([CH3:3])[CH3:2].[CH3:29][C:30]1[C:31]([CH:36]=O)=[N:32][CH:33]=[CH:34][CH:35]=1.[BH-](OC(C)=O)(OC(C)=O)OC(C)=O.[Na+], predict the reaction product. The product is: [C:1]([O:5][C:6](=[O:28])[NH:7][CH:8]1[CH2:13][CH2:12][CH:11]([N:14]([CH2:36][C:31]2[C:30]([CH3:29])=[CH:35][CH:34]=[CH:33][N:32]=2)[CH2:15][C:16]2[C:21]([C:22]3[CH:27]=[CH:26][CH:25]=[CH:24][CH:23]=3)=[CH:20][CH:19]=[CH:18][N:17]=2)[CH2:10][CH2:9]1)([CH3:4])([CH3:2])[CH3:3]. (2) Given the reactants C([O:6][CH2:7][CH2:8][CH2:9][S:10]([O-:13])(=[O:12])=[O:11])(=O)C(C)=C.[C:14]1([S+:20]([C:27]2[CH:32]=[CH:31][CH:30]=[CH:29][CH:28]=2)[C:21]2[CH:26]=[CH:25][CH:24]=[CH:23][CH:22]=2)[CH:19]=[CH:18][CH:17]=[CH:16][CH:15]=1.C[O-].[Na+].Cl.C(C(C)=O)C(C)C, predict the reaction product. The product is: [OH:6][CH2:7][CH2:8][CH2:9][S:10]([O-:13])(=[O:12])=[O:11].[C:27]1([S+:20]([C:14]2[CH:15]=[CH:16][CH:17]=[CH:18][CH:19]=2)[C:21]2[CH:26]=[CH:25][CH:24]=[CH:23][CH:22]=2)[CH:28]=[CH:29][CH:30]=[CH:31][CH:32]=1. (3) Given the reactants C[Si]([N-][Si](C)(C)C)(C)C.[Li+].[CH3:11][C:12]1[CH:17]=[CH:16][N:15]=[CH:14][N:13]=1.[F:18][C:19]1[CH:20]=[C:21]([CH:27]=[CH:28][CH:29]=1)[C:22](OCC)=[O:23], predict the reaction product. The product is: [F:18][C:19]1[CH:20]=[C:21]([C:22](=[O:23])[CH2:11][C:12]2[CH:17]=[CH:16][N:15]=[CH:14][N:13]=2)[CH:27]=[CH:28][CH:29]=1. (4) The product is: [CH2:7]([C:4]1[C:3]([CH3:9])=[C:2]([NH:1][C:18](=[O:19])[O:20][C:21]2[CH:26]=[CH:25][CH:24]=[CH:23][CH:22]=2)[O:6][N:5]=1)[CH3:8]. Given the reactants [NH2:1][C:2]1[O:6][N:5]=[C:4]([CH2:7][CH3:8])[C:3]=1[CH3:9].C(N(CC)CC)C.Cl[C:18]([O:20][C:21]1[CH:26]=[CH:25][CH:24]=[CH:23][CH:22]=1)=[O:19], predict the reaction product. (5) Given the reactants [C:1]12([NH2:11])[CH2:10][CH:5]3[CH2:6][CH:7]([CH2:9][CH:3]([CH2:4]3)[CH2:2]1)[CH2:8]2.[CH:12]([N:15]1[CH:19]=[C:18]([CH:20]=O)[CH:17]=[N:16]1)([CH3:14])[CH3:13], predict the reaction product. The product is: [CH:12]([N:15]1[CH:19]=[C:18]([CH2:20][NH:11][C:1]23[CH2:8][CH:7]4[CH2:6][CH:5]([CH2:4][CH:3]([CH2:9]4)[CH2:2]2)[CH2:10]3)[CH:17]=[N:16]1)([CH3:14])[CH3:13].